Dataset: Catalyst prediction with 721,799 reactions and 888 catalyst types from USPTO. Task: Predict which catalyst facilitates the given reaction. (1) Reactant: [C:1]([O-:8])(=[O:7])[CH2:2][CH2:3][C:4]([O-:6])=[O:5].[Na+:9].[Na+].C(O)(=O)CCC(O)=O.[S:19](=[O:23])(=[O:22])([OH:21])[OH:20].C(O)C.C([O-])(=O)CCC([O-])=O.[Na+].[Na+]. Product: [C:1]([OH:8])(=[O:7])[CH2:2][CH2:3][C:4]([OH:6])=[O:5].[S:19]([O-:23])([O-:22])(=[O:21])=[O:20].[Na+:9].[Na+:9]. The catalyst class is: 8. (2) Reactant: [C:1]([O:5][C:6]([N:8]1[CH2:13][CH2:12][CH:11]([NH:14][C:15]2[O:16][C:17]3[CH:23]=[CH:22][C:21]([O:24][CH2:25][C:26]#[N:27])=[CH:20][C:18]=3[N:19]=2)[CH2:10][CH2:9]1)=[O:7])([CH3:4])([CH3:3])[CH3:2].C(=O)([O-])[O-:29].[K+].[K+].OO. Product: [C:1]([O:5][C:6]([N:8]1[CH2:13][CH2:12][CH:11]([NH:14][C:15]2[O:16][C:17]3[CH:23]=[CH:22][C:21]([O:24][CH2:25][C:26](=[O:29])[NH2:27])=[CH:20][C:18]=3[N:19]=2)[CH2:10][CH2:9]1)=[O:7])([CH3:4])([CH3:3])[CH3:2]. The catalyst class is: 16. (3) Reactant: [Cl:1][C:2]1[CH:7]=[C:6]([O:8][CH3:9])[CH:5]=[CH:4][C:3]=1[CH2:10][C:11]([C:13]1[CH:18]=[CH:17][N:16]=[C:15]([CH3:19])[CH:14]=1)=[O:12].[H-].[Na+].[CH3:22]I. The catalyst class is: 3. Product: [Cl:1][C:2]1[CH:7]=[C:6]([O:8][CH3:9])[CH:5]=[CH:4][C:3]=1[CH:10]([CH3:22])[C:11]([C:13]1[CH:18]=[CH:17][N:16]=[C:15]([CH3:19])[CH:14]=1)=[O:12]. (4) Reactant: C[N:2]([CH:4]=[N:5][C:6]([N:8]1[C:16]2[C:11](=[CH:12][CH:13]=[C:14]([I:17])[CH:15]=2)[C:10]([CH3:19])([CH3:18])[CH2:9]1)=[S:7])C.N1C=CC=CC=1.CCO.N(S(O)(=O)=O)O. Product: [I:17][C:14]1[CH:15]=[C:16]2[C:11]([C:10]([CH3:19])([CH3:18])[CH2:9][N:8]2[C:6]2[S:7][N:2]=[CH:4][N:5]=2)=[CH:12][CH:13]=1. The catalyst class is: 5. (5) Reactant: [F:1][C:2]1[CH:7]=[CH:6][C:5]([CH3:8])=[C:4]([N+:9]([O-:11])=[O:10])[CH:3]=1.[N+:12]([O-])([OH:14])=[O:13]. Product: [F:1][C:2]1[CH:7]=[C:6]([N+:12]([O-:14])=[O:13])[C:5]([CH3:8])=[C:4]([N+:9]([O-:11])=[O:10])[CH:3]=1. The catalyst class is: 65. (6) Reactant: [F:1][C:2]([F:23])([F:22])[C:3]1[CH:4]=[C:5]([C:13]2([C:18]([F:21])([F:20])[F:19])[CH2:17][CH2:16][NH:15][CH2:14]2)[CH:6]=[C:7]([C:9]([F:12])([F:11])[F:10])[CH:8]=1.[Br:24][C:25]1[CH:30]=[CH:29][CH:28]=[C:27](Br)[N:26]=1.C(N(CC)C(C)C)(C)C.CC(N(C)C)=O. Product: [F:12][C:9]([F:10])([F:11])[C:7]1[CH:6]=[C:5]([C:13]2([C:18]([F:21])([F:19])[F:20])[CH2:17][CH2:16][N:15]([C:27]3[CH:28]=[CH:29][CH:30]=[C:25]([Br:24])[N:26]=3)[CH2:14]2)[CH:4]=[C:3]([C:2]([F:22])([F:1])[F:23])[CH:8]=1. The catalyst class is: 13.